This data is from Reaction yield outcomes from USPTO patents with 853,638 reactions. The task is: Predict the reaction yield, written as a fraction of the theoretical maximum amount of product (1.0 means a 100% yield; for example, 0.34 means a 34% yield). (1) The reactants are C(=O)([O-])[O-].[K+].[K+].O.CC(C)=O.[CH3:12][O:13][C:14]([C:16]1[C:25]([CH3:26])=[C:24]([O:27]C(=O)C)[C:23]2[C:18](=[CH:19][CH:20]=[C:21]([F:31])[CH:22]=2)[CH:17]=1)=[O:15]. The catalyst is CO. The product is [CH3:12][O:13][C:14]([C:16]1[C:25]([CH3:26])=[C:24]([OH:27])[C:23]2[C:18](=[CH:19][CH:20]=[C:21]([F:31])[CH:22]=2)[CH:17]=1)=[O:15]. The yield is 0.620. (2) The reactants are [OH:1][CH2:2][CH:3]([C:13]1[C:18]([CH3:19])=CC(C)=C(C)C=1O)[C:4]1[CH:9]=[CH:8][C:7]([CH:10]([CH3:12])[CH3:11])=[CH:6][CH:5]=1.[C:23]1(P(C2C=CC=CC=2)C2C=CC=CC=2)C=CC=CC=1.N(C(OCC)=O)=NC(OCC)=O.[C:54]1([CH3:60])[CH:59]=CC=[CH:56][CH:55]=1. The product is [CH:10]([C:7]1[CH:8]=[CH:9][C:4]([CH:3]2[C:13]3[C:18]([CH3:19])=[CH:56][C:55]([CH3:23])=[C:54]([CH3:60])[C:59]=3[O:1][CH2:2]2)=[CH:5][CH:6]=1)([CH3:11])[CH3:12]. The yield is 0.840. The catalyst is C1COCC1. (3) The reactants are [Cl:1][C:2]1[CH:3]=[N:4][CH:5]=[C:6]([CH:8]=O)[CH:7]=1.C(O[C:13](=[O:17])[CH2:14][C:15]#[N:16])C.[CH:18]1([NH:21][C:22]([NH2:24])=[NH:23])[CH2:20][CH2:19]1.Cl.C(=O)([O-])[O-].[K+].[K+]. The catalyst is C(O)C. The product is [C:15]([C:14]1[C:13](=[O:17])[NH:24][C:22]([NH:21][CH:18]2[CH2:20][CH2:19]2)=[N:23][C:8]=1[C:6]1[CH:7]=[C:2]([Cl:1])[CH:3]=[N:4][CH:5]=1)#[N:16]. The yield is 0.260.